This data is from Full USPTO retrosynthesis dataset with 1.9M reactions from patents (1976-2016). The task is: Predict the reactants needed to synthesize the given product. (1) Given the product [Cl:17][C:7]1[CH:8]=[C:9]2[C:4](=[CH:5][CH:6]=1)[N:3]([CH3:18])[C:2]([C:24]1[CH:25]=[N:26][CH:27]=[CH:28][CH:29]=1)=[C:10]2[CH2:11][CH2:12][C:13]([O:15][CH3:16])=[O:14], predict the reactants needed to synthesize it. The reactants are: Br[C:2]1[N:3]([CH3:18])[C:4]2[C:9]([C:10]=1[CH2:11][CH2:12][C:13]([O:15][CH3:16])=[O:14])=[CH:8][C:7]([Cl:17])=[CH:6][CH:5]=2.C([Sn](CCCC)(CCCC)[C:24]1[CH:25]=[N:26][CH:27]=[CH:28][CH:29]=1)CCC. (2) Given the product [C:1]([CH2:2][C:18](=[O:19])[C:10]([CH3:22])([CH3:9])[C:11]([O:13][C:14]([CH3:16])([CH3:15])[CH3:17])=[O:12])#[N:3], predict the reactants needed to synthesize it. The reactants are: [C:1](#[N:3])[CH3:2].[Li]CCCC.[CH3:9][C:10]([CH3:22])([C:18](OC)=[O:19])[C:11]([O:13][C:14]([CH3:17])([CH3:16])[CH3:15])=[O:12].C(O)(=O)C. (3) Given the product [CH3:26][N:14]1[C:15]2[NH:16][C:17](=[O:25])[C:18]3[CH2:19][CH2:20][CH2:21][CH2:22][C:23]=3[C:24]=2[C:12]([CH2:11][NH:10][CH3:9])=[N:13]1, predict the reactants needed to synthesize it. The reactants are: C(O[C:9](=O)[N:10](C)[CH2:11][C:12]1[C:24]2[C:23]3[CH2:22][CH2:21][CH2:20][CH2:19][C:18]=3[C:17](=[O:25])[NH:16][C:15]=2[N:14]([CH3:26])[N:13]=1)C1C=CC=CC=1.